This data is from Forward reaction prediction with 1.9M reactions from USPTO patents (1976-2016). The task is: Predict the product of the given reaction. Given the reactants [CH3:1][C:2]1[C:6]([C:7]2[CH:12]=[CH:11][N:10]=[C:9](SC)[N:8]=2)=[CH:5][N:4]([C:15]2[CH:20]=[CH:19][CH:18]=[CH:17][CH:16]=2)[N:3]=1.O[O:22][S:23]([O-:25])=O.[K+].[CH3:27]O, predict the reaction product. The product is: [CH3:27][S:23]([C:9]1[N:8]=[C:7]([C:6]2[C:2]([CH3:1])=[N:3][N:4]([C:15]3[CH:16]=[CH:17][CH:18]=[CH:19][CH:20]=3)[CH:5]=2)[CH:12]=[CH:11][N:10]=1)(=[O:25])=[O:22].